Predict the product of the given reaction. From a dataset of Forward reaction prediction with 1.9M reactions from USPTO patents (1976-2016). (1) The product is: [Br:39][C:29]1[S:28][C:27]([C:24]2[N:23]=[N:22][C:21]([N:13]([CH2:12][C:8]3([C:3]4[C:2]([F:1])=[CH:7][CH:6]=[CH:5][N:4]=4)[CH2:11][CH2:10][CH2:9]3)[C:14](=[O:20])[O:15][C:16]([CH3:19])([CH3:18])[CH3:17])=[CH:26][CH:25]=2)=[N:31][CH:30]=1. Given the reactants [F:1][C:2]1[C:3]([C:8]2([CH2:12][N:13]([C:21]3[N:22]=[N:23][C:24]([C:27]4[S:28][CH:29]=[CH:30][N:31]=4)=[CH:25][CH:26]=3)[C:14](=[O:20])[O:15][C:16]([CH3:19])([CH3:18])[CH3:17])[CH2:11][CH2:10][CH2:9]2)=[N:4][CH:5]=[CH:6][CH:7]=1.C1C(=O)N([Br:39])C(=O)C1.CN(C=O)C, predict the reaction product. (2) Given the reactants C([C:3]1[CH:8]=[CH:7][C:6](Br)=C[C:4]=1[F:10])#N.[CH3:11][Mg+].[Br-].CC[O:16][CH2:17][CH3:18].C([Li])CCC.CCCCCC.C[O:31][B:32](OC)[O:33]C, predict the reaction product. The product is: [C:17]([C:18]1[CH:6]=[CH:7][C:8]([B:32]([OH:33])[OH:31])=[CH:3][C:4]=1[F:10])(=[O:16])[CH3:11]. (3) The product is: [Cl:1][C:2]1[C:7]([S:8]([N:11]2[CH2:15][CH2:14][CH2:13][CH2:12]2)(=[O:10])=[O:9])=[CH:6][C:5]([C:16]2[N:17]([C:37]([N:54]3[CH2:53][CH2:52][N:51]([CH2:50][CH2:49][CH2:48][S:45]([CH3:44])(=[O:46])=[O:47])[CH2:56][CH2:55]3)=[O:38])[C@@:18]([C:30]3[CH:35]=[CH:34][C:33]([Cl:36])=[CH:32][CH:31]=3)([CH3:29])[C@@:19]([C:22]3[CH:27]=[CH:26][C:25]([Cl:28])=[CH:24][CH:23]=3)([CH3:21])[N:20]=2)=[C:4]([O:40][CH:41]([CH3:42])[CH3:43])[CH:3]=1. Given the reactants [Cl:1][C:2]1[C:7]([S:8]([N:11]2[CH2:15][CH2:14][CH2:13][CH2:12]2)(=[O:10])=[O:9])=[CH:6][C:5]([C:16]2[N:17]([C:37](Cl)=[O:38])[C:18]([C:30]3[CH:35]=[CH:34][C:33]([Cl:36])=[CH:32][CH:31]=3)([CH3:29])[C:19]([C:22]3[CH:27]=[CH:26][C:25]([Cl:28])=[CH:24][CH:23]=3)([CH3:21])[N:20]=2)=[C:4]([O:40][CH:41]([CH3:43])[CH3:42])[CH:3]=1.[CH3:44][S:45]([CH2:48][CH2:49][CH2:50][N:51]1[CH2:56][CH2:55][NH:54][CH2:53][CH2:52]1)(=[O:47])=[O:46], predict the reaction product.